This data is from Full USPTO retrosynthesis dataset with 1.9M reactions from patents (1976-2016). The task is: Predict the reactants needed to synthesize the given product. (1) Given the product [Br:1][C:2]1[CH:7]=[CH:6][C:5]([CH:8]([CH3:22])[C:9]([C:11]2[CH:12]=[CH:13][C:14]3[O:18][C:31]([CH3:35])([CH3:32])[C:17](=[O:19])[N:16]([CH3:20])[C:15]=3[CH:21]=2)=[O:10])=[C:4]([Cl:23])[CH:3]=1, predict the reactants needed to synthesize it. The reactants are: [Br:1][C:2]1[CH:7]=[CH:6][C:5]([CH:8]([CH3:22])[C:9]([C:11]2[CH:12]=[CH:13][C:14]3[O:18][C:17](=[O:19])[N:16]([CH3:20])[C:15]=3[CH:21]=2)=[O:10])=[C:4]([Cl:23])[CH:3]=1.Cl.C([O-])(O)=O.[Na+].Br[C:31](C)([CH3:35])[C:32](Br)=O. (2) Given the product [Cl:30][C:18]1[CH:17]=[C:16]([NH:15][C:7]2[C:6]3[C:11](=[CH:12][CH:13]=[CH:14][C:5]=3[O:4][CH2:3][CH2:2][NH:33][CH2:31][CH3:32])[N:10]=[CH:9][N:8]=2)[CH:21]=[CH:20][C:19]=1[O:22][CH2:23][C:24]1[CH:29]=[CH:28][CH:27]=[CH:26][N:25]=1, predict the reactants needed to synthesize it. The reactants are: Cl[CH2:2][CH2:3][O:4][C:5]1[CH:14]=[CH:13][CH:12]=[C:11]2[C:6]=1[C:7]([NH:15][C:16]1[CH:21]=[CH:20][C:19]([O:22][CH2:23][C:24]3[CH:29]=[CH:28][CH:27]=[CH:26][N:25]=3)=[C:18]([Cl:30])[CH:17]=1)=[N:8][CH:9]=[N:10]2.[CH2:31]([NH2:33])[CH3:32]. (3) Given the product [F:21][C:22]1[CH:27]=[C:26]([F:28])[CH:25]=[CH:24][C:23]=1[C:2]1[CH:7]=[C:6]([N:8]2[CH2:13][CH2:12][N:11]([C:14]([O:16][C:17]([CH3:20])([CH3:19])[CH3:18])=[O:15])[CH2:10][CH2:9]2)[CH:5]=[CH:4][N:3]=1, predict the reactants needed to synthesize it. The reactants are: Cl[C:2]1[CH:7]=[C:6]([N:8]2[CH2:13][CH2:12][N:11]([C:14]([O:16][C:17]([CH3:20])([CH3:19])[CH3:18])=[O:15])[CH2:10][CH2:9]2)[CH:5]=[CH:4][N:3]=1.[F:21][C:22]1[CH:27]=[C:26]([F:28])[CH:25]=[CH:24][C:23]=1B(O)O.C(=O)([O-])[O-].[Na+].[Na+].C1(C)C=CC=CC=1. (4) Given the product [CH3:1][O:2][C:3]1[CH:8]=[CH:7][C:6]([S:9][C:10]2[CH:11]=[C:12]([CH:15]=[CH:16][CH:17]=2)[CH2:13][NH:28][C@@H:18]2[C:27]3[C:22](=[CH:23][CH:24]=[CH:25][CH:26]=3)[CH2:21][CH2:20][CH2:19]2)=[CH:5][CH:4]=1, predict the reactants needed to synthesize it. The reactants are: [CH3:1][O:2][C:3]1[CH:8]=[CH:7][C:6]([S:9][C:10]2[CH:11]=[C:12]([CH:15]=[CH:16][CH:17]=2)[CH:13]=O)=[CH:5][CH:4]=1.[C@@H:18]1([NH2:28])[C:27]2[C:22](=[CH:23][CH:24]=[CH:25][CH:26]=2)[CH2:21][CH2:20][CH2:19]1. (5) Given the product [S:23]1[C:27]2[CH:28]=[C:29]([NH:32][C:2]3[N:7]=[C:6]([C:8]4[CH:9]=[CH:10][C:11]([O:16][CH:17]5[CH2:22][CH2:21][O:20][CH2:19][CH2:18]5)=[C:12]([CH:15]=4)[C:13]#[N:14])[CH:5]=[CH:4][N:3]=3)[CH:30]=[CH:31][C:26]=2[N:25]=[CH:24]1, predict the reactants needed to synthesize it. The reactants are: Cl[C:2]1[N:7]=[C:6]([C:8]2[CH:9]=[CH:10][C:11]([O:16][CH:17]3[CH2:22][CH2:21][O:20][CH2:19][CH2:18]3)=[C:12]([CH:15]=2)[C:13]#[N:14])[CH:5]=[CH:4][N:3]=1.[S:23]1[C:27]2[CH:28]=[C:29]([NH2:32])[CH:30]=[CH:31][C:26]=2[N:25]=[CH:24]1. (6) The reactants are: [CH3:1][O:2][C:3]1[CH:36]=[CH:35][C:6]([CH2:7][O:8][C:9]2[C:10]([C:32](O)=[O:33])=[N:11][C:12]([C:25]3[CH:30]=[CH:29][C:28]([CH3:31])=[CH:27][CH:26]=3)=[N:13][C:14]=2[O:15][CH2:16][C:17]2[CH:22]=[CH:21][C:20]([O:23][CH3:24])=[CH:19][CH:18]=2)=[CH:5][CH:4]=1.CN(C(ON1N=NC2C=CC=NC1=2)=[N+](C)C)C.F[P-](F)(F)(F)(F)F.CCN(C(C)C)C(C)C.[C:70]([Si:74]([CH3:88])([CH3:87])[O:75][CH2:76][CH2:77][NH:78][CH2:79][C:80]1[CH:85]=[CH:84][C:83]([F:86])=[CH:82][CH:81]=1)([CH3:73])([CH3:72])[CH3:71]. Given the product [C:70]([Si:74]([CH3:88])([CH3:87])[O:75][CH2:76][CH2:77][N:78]([CH2:79][C:80]1[CH:85]=[CH:84][C:83]([F:86])=[CH:82][CH:81]=1)[C:32]([C:10]1[C:9]([O:8][CH2:7][C:6]2[CH:5]=[CH:4][C:3]([O:2][CH3:1])=[CH:36][CH:35]=2)=[C:14]([O:15][CH2:16][C:17]2[CH:22]=[CH:21][C:20]([O:23][CH3:24])=[CH:19][CH:18]=2)[N:13]=[C:12]([C:25]2[CH:30]=[CH:29][C:28]([CH3:31])=[CH:27][CH:26]=2)[N:11]=1)=[O:33])([CH3:73])([CH3:72])[CH3:71], predict the reactants needed to synthesize it. (7) Given the product [C:46]([N:8]1[C:6]2[C:5](=[CH:4][CH:3]=[C:2]([Cl:1])[CH:7]=2)[C:10]2([CH:15]([C:16]3[CH:21]=[C:20]([Cl:22])[CH:19]=[CH:18][C:17]=3[O:23][C:24]([CH2:34][CH3:35])([C:27]([NH:29][S:30]([CH3:33])(=[O:32])=[O:31])=[O:28])[CH2:25][CH3:26])[CH2:14][C:13](=[O:36])[NH:12][CH:11]2[C:37]2[CH:42]=[C:41]([F:43])[CH:40]=[CH:39][C:38]=2[CH3:44])[C:9]1=[O:45])(=[O:48])[CH3:47], predict the reactants needed to synthesize it. The reactants are: [Cl:1][C:2]1[CH:7]=[C:6]2[NH:8][C:9](=[O:45])[C:10]3([CH:15]([C:16]4[CH:21]=[C:20]([Cl:22])[CH:19]=[CH:18][C:17]=4[O:23][C:24]([CH2:34][CH3:35])([C:27]([NH:29][S:30]([CH3:33])(=[O:32])=[O:31])=[O:28])[CH2:25][CH3:26])[CH2:14][C:13](=[O:36])[NH:12][CH:11]3[C:37]3[CH:42]=[C:41]([F:43])[CH:40]=[CH:39][C:38]=3[CH3:44])[C:5]2=[CH:4][CH:3]=1.[C:46](OC(=O)C)(=[O:48])[CH3:47]. (8) Given the product [Br:6][C:7]1[CH:14]=[CH:13][C:10]([CH:11]=[O:12])=[CH:9][C:8]=1[N+:1]([O-:4])=[O:2], predict the reactants needed to synthesize it. The reactants are: [N+:1]([O-:4])([O-])=[O:2].[Na+].[Br:6][C:7]1[CH:14]=[CH:13][C:10]([CH:11]=[O:12])=[CH:9][CH:8]=1.